Predict the product of the given reaction. From a dataset of Forward reaction prediction with 1.9M reactions from USPTO patents (1976-2016). (1) Given the reactants [NH2:1][CH2:2][C:3]([NH:5][CH:6]([C:14]1[CH:19]=[CH:18][CH:17]=[C:16]([F:20])[CH:15]=1)[C:7]1[CH:12]=[CH:11][CH:10]=[C:9]([F:13])[CH:8]=1)=[O:4].[CH:21]1([C:27](O)=[O:28])[CH2:26][CH2:25][CH2:24][CH2:23][CH2:22]1, predict the reaction product. The product is: [F:20][C:16]1[CH:15]=[C:14]([CH:6]([NH:5][C:3]([CH2:2][NH:1][C:27]([CH:21]2[CH2:26][CH2:25][CH2:24][CH2:23][CH2:22]2)=[O:28])=[O:4])[C:7]2[CH:12]=[CH:11][CH:10]=[C:9]([F:13])[CH:8]=2)[CH:19]=[CH:18][CH:17]=1. (2) Given the reactants Br[C:2]1[C:3]([F:25])=[CH:4][C:5]2[O:14][CH2:13][CH2:12][N:11]3[C:7](=[N:8][C:9]([C:15]4[N:16]([CH:21]([CH3:23])[CH3:22])[N:17]=[C:18]([CH3:20])[N:19]=4)=[CH:10]3)[C:6]=2[CH:24]=1.[CH:26]([B-](F)(F)F)=[CH2:27].[K+].C(N(CC)CC)C, predict the reaction product. The product is: [F:25][C:3]1[C:2]([CH:26]=[CH2:27])=[CH:24][C:6]2[C:7]3[N:11]([CH2:12][CH2:13][O:14][C:5]=2[CH:4]=1)[CH:10]=[C:9]([C:15]1[N:16]([CH:21]([CH3:23])[CH3:22])[N:17]=[C:18]([CH3:20])[N:19]=1)[N:8]=3. (3) The product is: [CH3:1][O:2][C:3]([C@@H:5]1[CH2:34][C@@H:33]2[CH2:35][N:6]1[C:7](=[O:42])[C@H:8]([C:38]([CH3:39])([CH3:41])[CH3:40])[NH:9][C:10](=[O:37])[O:11][C@@H:12]1[CH2:36][C@H:13]1[CH2:14][CH2:15][CH2:16][CH2:17][CH2:18][C:19]1[C:20]([O:32]2)=[N:21][C:22]2[C:23]([O:30][CH3:31])=[CH:24][CH:25]=[CH:26][C:27]=2[C:28]=1[O:29][CH2:46][CH2:45][CH2:44][Br:43])=[O:4]. Given the reactants [CH3:1][O:2][C:3]([C@@H:5]1[CH2:34][C@@H:33]2[CH2:35][N:6]1[C:7](=[O:42])[C@H:8]([C:38]([CH3:41])([CH3:40])[CH3:39])[NH:9][C:10](=[O:37])[O:11][C@@H:12]1[CH2:36][C@H:13]1[CH2:14][CH2:15][CH2:16][CH2:17][CH2:18][C:19]1[C:20]([O:32]2)=[N:21][C:22]2[C:23]([O:30][CH3:31])=[CH:24][CH:25]=[CH:26][C:27]=2[C:28]=1[OH:29])=[O:4].[Br:43][CH2:44][CH2:45][CH2:46]Br.C(=O)([O-])[O-].[Cs+].[Cs+], predict the reaction product. (4) Given the reactants [CH2:1]([O:8][CH2:9][CH2:10][CH2:11][CH2:12][CH2:13][CH2:14][CH2:15][CH2:16][OH:17])[CH2:2][CH2:3][CH2:4][CH2:5][CH2:6][CH3:7].CC1(C)N([O])C(C)(C)CCC1.C(=O)(O)[O-].[Na+].[Cl-].[Na+], predict the reaction product. The product is: [CH2:1]([O:8][CH2:9][CH2:10][CH2:11][CH2:12][CH2:13][CH2:14][CH2:15][CH:16]=[O:17])[CH2:2][CH2:3][CH2:4][CH2:5][CH2:6][CH3:7]. (5) The product is: [Br:20][C:11]1[C:4]([CH:1]2[CH2:2][CH2:3]2)=[N:5][C:6]([OH:12])=[C:7]([CH:10]=1)[C:8]#[N:9]. Given the reactants [CH:1]1([C:4]2[CH:11]=[CH:10][C:7]([C:8]#[N:9])=[C:6]([OH:12])[N:5]=2)[CH2:3][CH2:2]1.C1C(=O)N([Br:20])C(=O)C1.O, predict the reaction product. (6) The product is: [Cl:1][C:2]1[C:3]([N:10]([CH:19]2[CH2:20][CH2:21][CH2:22][CH2:23][CH2:24]2)[NH2:11])=[N:4][C:5]([C:8]#[N:9])=[N:6][CH:7]=1. Given the reactants [Cl:1][C:2]1[C:3]([N:10]([CH:19]2[CH2:24][CH2:23][CH2:22][CH2:21][CH2:20]2)[NH:11]C(OC(C)(C)C)=O)=[N:4][C:5]([C:8]#[N:9])=[N:6][CH:7]=1.C1(C)C=CC(S(O)(=O)=O)=CC=1, predict the reaction product.